This data is from Reaction yield outcomes from USPTO patents with 853,638 reactions. The task is: Predict the reaction yield, written as a fraction of the theoretical maximum amount of product (1.0 means a 100% yield; for example, 0.34 means a 34% yield). (1) The product is [NH2:1][C:4]1[CH:18]=[CH:17][C:7]([CH2:8][NH:9][C:10](=[O:16])[O:11][C:12]([CH3:14])([CH3:15])[CH3:13])=[CH:6][CH:5]=1. The yield is 0.990. The catalyst is O1CCOCC1. The reactants are [N+:1]([C:4]1[CH:18]=[CH:17][C:7]([CH2:8][NH:9][C:10](=[O:16])[O:11][C:12]([CH3:15])([CH3:14])[CH3:13])=[CH:6][CH:5]=1)([O-])=O.C(O)C.O.[Cl-].[NH4+]. (2) The reactants are [CH3:1]C(C)([O-])C.[K+].C[PH3+].[Br:9][C:10]1[CH:23]=[CH:22][C:13]([C:14]([C:16]2[CH:21]=[CH:20][CH:19]=[CH:18][CH:17]=2)=O)=[CH:12][CH:11]=1. The catalyst is C1COCC1. The product is [Br:9][C:10]1[CH:23]=[CH:22][C:13]([C:14]([C:16]2[CH:21]=[CH:20][CH:19]=[CH:18][CH:17]=2)=[CH2:1])=[CH:12][CH:11]=1. The yield is 0.960.